This data is from Forward reaction prediction with 1.9M reactions from USPTO patents (1976-2016). The task is: Predict the product of the given reaction. The product is: [CH3:1][C:2]1[CH:3]=[C:4]([CH:7]=[C:8]([CH3:11])[C:9]=1[O:10][CH2:18][C:19]1[CH:24]=[CH:23][CH:22]=[CH:21][CH:20]=1)[CH:5]=[O:6]. Given the reactants [CH3:1][C:2]1[CH:3]=[C:4]([CH:7]=[C:8]([CH3:11])[C:9]=1[OH:10])[CH:5]=[O:6].C(=O)([O-])[O-].[K+].[K+].[CH2:18](Br)[C:19]1[CH:24]=[CH:23][CH:22]=[CH:21][CH:20]=1, predict the reaction product.